From a dataset of Forward reaction prediction with 1.9M reactions from USPTO patents (1976-2016). Predict the product of the given reaction. The product is: [Cl:35][C:36]1[CH:37]=[CH:38][C:39]([C:42]2[CH:47]=[CH:46][C:45]([NH:48][C:17](=[O:18])[C:16]#[C:15][C:11]3[CH:10]=[C:9]4[C:14](=[CH:13][CH:12]=3)[CH:6]([N:1]3[CH2:5][CH2:4][CH2:3][CH2:2]3)[CH2:7][CH2:8]4)=[CH:44][CH:43]=2)=[CH:40][CH:41]=1. Given the reactants [N:1]1([CH:6]2[C:14]3[C:9](=[CH:10][C:11]([C:15]#[C:16][C:17](O)=[O:18])=[CH:12][CH:13]=3)[CH2:8][CH2:7]2)[CH2:5][CH2:4][CH2:3][CH2:2]1.CN1CCOCC1.ClC(OCC(C)C)=O.[Cl:35][C:36]1[CH:41]=[CH:40][C:39]([C:42]2[CH:47]=[CH:46][C:45]([NH2:48])=[CH:44][CH:43]=2)=[CH:38][CH:37]=1, predict the reaction product.